Dataset: Full USPTO retrosynthesis dataset with 1.9M reactions from patents (1976-2016). Task: Predict the reactants needed to synthesize the given product. (1) The reactants are: Br[C:2]1[CH:3]=[C:4]([C:8]([CH3:29])([CH3:28])[CH2:9][NH:10][C:11](=[O:27])[C:12]2[CH:17]=[CH:16][CH:15]=[C:14]([C:18]3[N:22]=[C:21]([C:23]([F:26])([F:25])[F:24])[O:20][N:19]=3)[CH:13]=2)[CH:5]=[CH:6][CH:7]=1.[C:30]1(B(O)O)[CH:35]=[CH:34][CH:33]=[CH:32][CH:31]=1.C(=O)([O-])[O-].[K+].[K+]. Given the product [C:2]1([C:30]2[CH:35]=[CH:34][CH:33]=[CH:32][CH:31]=2)[CH:7]=[CH:6][CH:5]=[C:4]([C:8]([CH3:29])([CH3:28])[CH2:9][NH:10][C:11](=[O:27])[C:12]2[CH:17]=[CH:16][CH:15]=[C:14]([C:18]3[N:22]=[C:21]([C:23]([F:26])([F:25])[F:24])[O:20][N:19]=3)[CH:13]=2)[CH:3]=1, predict the reactants needed to synthesize it. (2) The reactants are: [NH:1](C(OC(C)(C)C)=O)[C@H:2]([C:5]([NH:7][C@H:8]([C:16]([NH2:18])=[O:17])[CH2:9][C:10]1[CH:15]=[CH:14][CH:13]=[CH:12][CH:11]=1)=[O:6])[CH2:3][NH2:4].C(O)(C(F)(F)F)=O. Given the product [NH2:1][C@H:2]([C:5]([NH:7][C@H:8]([C:16]([NH2:18])=[O:17])[CH2:9][C:10]1[CH:15]=[CH:14][CH:13]=[CH:12][CH:11]=1)=[O:6])[CH2:3][NH2:4], predict the reactants needed to synthesize it. (3) Given the product [CH3:11][C:10]1[C:9]2[C:12]([CH2:16][CH3:17])=[CH:13][CH:14]=[CH:15][C:8]=2[O:7][C:6]=1[C:4]([OH:5])=[O:3], predict the reactants needed to synthesize it. The reactants are: C([O:3][C:4]([C:6]1[O:7][C:8]2[CH:15]=[CH:14][CH:13]=[C:12]([CH2:16][CH3:17])[C:9]=2[C:10]=1[CH3:11])=[O:5])C.[OH-].[Na+].Cl.